The task is: Predict the product of the given reaction.. This data is from Forward reaction prediction with 1.9M reactions from USPTO patents (1976-2016). (1) Given the reactants [OH-].[Na+].[CH3:3][N:4]([CH2:6][C:7]([N:9]1[CH2:14][CH2:13][CH:12]([C:15]([O:17]CC)=[O:16])[CH2:11][CH2:10]1)=[O:8])[CH3:5], predict the reaction product. The product is: [CH3:5][N:4]([CH2:6][C:7]([N:9]1[CH2:14][CH2:13][CH:12]([C:15]([OH:17])=[O:16])[CH2:11][CH2:10]1)=[O:8])[CH3:3]. (2) Given the reactants [C:1]([O:5][C:6]([N:8]1[CH2:13][CH2:12][C:11](=[O:14])[C:10]([CH3:16])([CH3:15])[CH2:9]1)=[O:7])([CH3:4])([CH3:3])[CH3:2], predict the reaction product. The product is: [C:1]([O:5][C:6]([N:8]1[CH2:13][C:12](=[CH:6][N:8]([CH3:13])[CH3:9])[C:11](=[O:14])[C:10]([CH3:16])([CH3:15])[CH2:9]1)=[O:7])([CH3:4])([CH3:2])[CH3:3]. (3) The product is: [F:19][C:16]1[CH:17]=[CH:18][C:13]([CH2:12][N:11]2[C:38](=[O:39])[C:37]([C:32]3[NH:31][C:30]4[CH:41]=[CH:42][C:27]([NH:26][S:23]([CH3:22])(=[O:25])=[O:24])=[CH:28][C:29]=4[S:34](=[O:36])(=[O:35])[N:33]=3)=[C:3]([OH:4])[C@H:5]3[C@@H:10]2[CH:9]2[CH2:8][CH2:7][CH:6]3[CH2:21][CH2:20]2)=[CH:14][CH:15]=1. Given the reactants CO[C:3]([C@H:5]1[C@@H:10]([NH:11][CH2:12][C:13]2[CH:18]=[CH:17][C:16]([F:19])=[CH:15][CH:14]=2)[CH:9]2[CH2:20][CH2:21][CH:6]1[CH2:7][CH2:8]2)=[O:4].[CH3:22][S:23]([NH:26][C:27]1[CH:42]=[CH:41][C:30]2[NH:31][C:32]([CH2:37][C:38](O)=[O:39])=[N:33][S:34](=[O:36])(=[O:35])[C:29]=2[CH:28]=1)(=[O:25])=[O:24].CN1CCOCC1.Cl.CN(C)CCCN=C=NCC.[O-]CC.[Na+], predict the reaction product. (4) Given the reactants [NH2:1][C:2]1[C:16]([Br:17])=[CH:15][CH:14]=[CH:13][C:3]=1[C:4]([NH:6][CH2:7][CH2:8][S:9]([CH3:12])(=[O:11])=[O:10])=[O:5].Cl[C:19](Cl)([O:21]C(=O)OC(Cl)(Cl)Cl)Cl, predict the reaction product. The product is: [Br:17][C:16]1[CH:15]=[CH:14][CH:13]=[C:3]2[C:2]=1[NH:1][C:19](=[O:21])[N:6]([CH2:7][CH2:8][S:9]([CH3:12])(=[O:11])=[O:10])[C:4]2=[O:5]. (5) Given the reactants [N:1]1[N:2]=[CH:3][N:4]2[CH2:9][CH2:8][NH:7][CH2:6][C:5]=12.[Cl:10][C:11]1[CH:12]=[C:13]([NH:18][C:19]2[C:28]3[C:23](=[CH:24][C:25]([O:34][CH3:35])=[C:26]([O:29][CH2:30][CH2:31][CH2:32]Cl)[CH:27]=3)[N:22]=[CH:21][N:20]=2)[CH:14]=[CH:15][C:16]=1[F:17].C(Cl)Cl, predict the reaction product. The product is: [Cl:10][C:11]1[CH:12]=[C:13]([NH:18][C:19]2[C:28]3[C:23](=[CH:24][C:25]([O:34][CH3:35])=[C:26]([O:29][CH2:30][CH2:31][CH2:32][N:7]4[CH2:8][CH2:9][N:4]5[CH:3]=[N:2][N:1]=[C:5]5[CH2:6]4)[CH:27]=3)[N:22]=[CH:21][N:20]=2)[CH:14]=[CH:15][C:16]=1[F:17].